From a dataset of NCI-60 drug combinations with 297,098 pairs across 59 cell lines. Regression. Given two drug SMILES strings and cell line genomic features, predict the synergy score measuring deviation from expected non-interaction effect. (1) Drug 1: CC1=C2C(C(=O)C3(C(CC4C(C3C(C(C2(C)C)(CC1OC(=O)C(C(C5=CC=CC=C5)NC(=O)OC(C)(C)C)O)O)OC(=O)C6=CC=CC=C6)(CO4)OC(=O)C)OC)C)OC. Drug 2: C1CNP(=O)(OC1)N(CCCl)CCCl. Cell line: NCI-H460. Synergy scores: CSS=32.7, Synergy_ZIP=-1.51, Synergy_Bliss=-6.41, Synergy_Loewe=-39.1, Synergy_HSA=-6.09. (2) Drug 1: CN1CCC(CC1)COC2=C(C=C3C(=C2)N=CN=C3NC4=C(C=C(C=C4)Br)F)OC. Drug 2: C1CC(C1)(C(=O)O)C(=O)O.[NH2-].[NH2-].[Pt+2]. Cell line: BT-549. Synergy scores: CSS=18.3, Synergy_ZIP=-4.69, Synergy_Bliss=9.74, Synergy_Loewe=4.67, Synergy_HSA=7.43.